This data is from Forward reaction prediction with 1.9M reactions from USPTO patents (1976-2016). The task is: Predict the product of the given reaction. (1) Given the reactants [CH3:1][C:2]1[N:6]=[C:5]([C:7]2[CH:15]=[CH:14][CH:13]=[CH:12][C:8]=2[C:9](Cl)=[O:10])[O:4][N:3]=1.[NH:16]1[CH2:21][CH2:20][CH2:19][CH2:18][CH:17]1[CH2:22][NH:23][C:24]([N:26]1[C:34]2[C:29](=[CH:30][CH:31]=[CH:32][CH:33]=2)[CH2:28][CH2:27]1)=[O:25].C(N(CC)CC)C, predict the reaction product. The product is: [CH3:1][C:2]1[N:6]=[C:5]([C:7]2[CH:15]=[CH:14][CH:13]=[CH:12][C:8]=2[C:9]([N:16]2[CH2:21][CH2:20][CH2:19][CH2:18][CH:17]2[CH2:22][NH:23][C:24]([N:26]2[C:34]3[C:29](=[CH:30][CH:31]=[CH:32][CH:33]=3)[CH2:28][CH2:27]2)=[O:25])=[O:10])[O:4][N:3]=1. (2) Given the reactants [C:1](CC(N)=O)#[N:2].[OH:7][C:8]1[C:12]([C:13]#[N:14])=[C:11]([NH:15][C:16]2[CH:21]=[CH:20][CH:19]=[CH:18][CH:17]=2)[S:10][N:9]=1, predict the reaction product. The product is: [OH:7][C:8]1[C:12]([C:13]#[N:14])=[C:11]([NH:15][C:16]2[CH:17]=[CH:18][CH:19]=[C:20]([C:1]#[N:2])[CH:21]=2)[S:10][N:9]=1. (3) Given the reactants C(ON=O)(C)(C)C.C(#N)C.N[C:12]1[N:17]=[CH:16][C:15]([C:18]2[CH:19]=[C:20]([CH:26]=[CH:27][CH:28]=2)[C:21]([O:23][CH2:24][CH3:25])=[O:22])=[CH:14][C:13]=1[N+:29]([O-:31])=[O:30].[ClH:32], predict the reaction product. The product is: [Cl:32][C:12]1[N:17]=[CH:16][C:15]([C:18]2[CH:19]=[C:20]([CH:26]=[CH:27][CH:28]=2)[C:21]([O:23][CH2:24][CH3:25])=[O:22])=[CH:14][C:13]=1[N+:29]([O-:31])=[O:30].